Dataset: Catalyst prediction with 721,799 reactions and 888 catalyst types from USPTO. Task: Predict which catalyst facilitates the given reaction. (1) Reactant: [NH2:1][CH2:2][CH2:3][CH2:4][C:5]#[C:6][C:7]1[C:8]([NH:14][CH2:15][CH2:16][CH3:17])=[N:9][C:10]([Cl:13])=[N:11][CH:12]=1.[C:18]([N:25]([CH3:31])[C@H:26]([C:28](O)=[O:29])[CH3:27])([O:20][C:21]([CH3:24])([CH3:23])[CH3:22])=[O:19].Cl.C(N=C=NCCCN(C)C)C.C(N(CC)C(C)C)(C)C.C(=O)([O-])[O-].[Na+].[Na+]. Product: [Cl:13][C:10]1[N:9]=[C:8]([NH:14][CH2:15][CH2:16][CH3:17])[C:7]([C:6]#[C:5][CH2:4][CH2:3][CH2:2][NH:1][C:28](=[O:29])[C@@H:26]([N:25]([CH3:31])[C:18](=[O:19])[O:20][C:21]([CH3:22])([CH3:24])[CH3:23])[CH3:27])=[CH:12][N:11]=1. The catalyst class is: 42. (2) Reactant: [NH2:1][C:2]1[C:7]([C:8]([NH:10][C:11]2[CH:16]=[CH:15][CH:14]=[CH:13][C:12]=2[O:17]C)=[O:9])=[C:6]([NH:19][C@H:20]([C:22]2[N:27]([C:28]3[CH:33]=[CH:32][CH:31]=[CH:30][CH:29]=3)[C:26](=[O:34])[C:25]3=[C:35]([CH3:38])[CH:36]=[CH:37][N:24]3[N:23]=2)[CH3:21])[N:5]=[CH:4][N:3]=1.B(Br)(Br)Br. Product: [NH2:1][C:2]1[C:7]([C:8]([NH:10][C:11]2[CH:16]=[CH:15][CH:14]=[CH:13][C:12]=2[OH:17])=[O:9])=[C:6]([NH:19][C@H:20]([C:22]2[N:27]([C:28]3[CH:29]=[CH:30][CH:31]=[CH:32][CH:33]=3)[C:26](=[O:34])[C:25]3=[C:35]([CH3:38])[CH:36]=[CH:37][N:24]3[N:23]=2)[CH3:21])[N:5]=[CH:4][N:3]=1. The catalyst class is: 4. (3) Reactant: [C:1]([N:4]1[C:13]2[C:8](=[CH:9][C:10]([C:14]([NH2:16])=[O:15])=[CH:11][CH:12]=2)[C@H:7]([NH:17][C:18]2[CH:23]=[CH:22][C:21]([N:24]3[CH2:29][CH2:28][O:27][CH2:26][CH2:25]3)=[CH:20][CH:19]=2)[CH2:6][C@@H:5]1[CH3:30])(=[O:3])[CH3:2].[CH:31](N(CC)C(C)C)(C)C.N1(O[P+](N2CCCC2)(N2CCCC2)N2CCCC2)C2C=CC=CC=2N=N1.F[P-](F)(F)(F)(F)F.CCl.N[CH2:76][CH2:77][CH2:78][CH2:79][CH2:80][C:81]([OH:83])=[O:82]. Product: [C:1]([N:4]1[C:13]2[C:8](=[CH:9][C:10]([C:14]([NH:16][CH2:76][CH2:77][CH2:78][CH2:79][CH2:80][C:81]([O:83][CH3:31])=[O:82])=[O:15])=[CH:11][CH:12]=2)[C@H:7]([NH:17][C:18]2[CH:19]=[CH:20][C:21]([N:24]3[CH2:25][CH2:26][O:27][CH2:28][CH2:29]3)=[CH:22][CH:23]=2)[CH2:6][C@@H:5]1[CH3:30])(=[O:3])[CH3:2]. The catalyst class is: 46. (4) Reactant: [Cl:1][C:2]1[N:10]=[C:9]2[C:5]([N:6]=[CH:7][N:8]2[CH:11]2[CH2:16][CH2:15][CH2:14][CH2:13][O:12]2)=[C:4](Cl)[N:3]=1.[NH3:18].O. Product: [Cl:1][C:2]1[N:10]=[C:9]2[C:5]([N:6]=[CH:7][N:8]2[CH:11]2[CH2:16][CH2:15][CH2:14][CH2:13][O:12]2)=[C:4]([NH2:18])[N:3]=1. The catalyst class is: 32.